From a dataset of Peptide-MHC class I binding affinity with 185,985 pairs from IEDB/IMGT. Regression. Given a peptide amino acid sequence and an MHC pseudo amino acid sequence, predict their binding affinity value. This is MHC class I binding data. (1) The peptide sequence is YFVETLARSI. The MHC is HLA-A30:02 with pseudo-sequence HLA-A30:02. The binding affinity (normalized) is 0. (2) The peptide sequence is VFWAKHMWNF. The MHC is Patr-A0701 with pseudo-sequence Patr-A0701. The binding affinity (normalized) is 0.270. (3) The peptide sequence is VLIGGKPDRV. The binding affinity (normalized) is 0.176. The MHC is HLA-A68:02 with pseudo-sequence HLA-A68:02. (4) The peptide sequence is NPPPASTNR. The MHC is HLA-A03:01 with pseudo-sequence HLA-A03:01. The binding affinity (normalized) is 0. (5) The peptide sequence is ILQEMSETY. The MHC is HLA-A02:06 with pseudo-sequence HLA-A02:06. The binding affinity (normalized) is 0.0847.